Dataset: Reaction yield outcomes from USPTO patents with 853,638 reactions. Task: Predict the reaction yield, written as a fraction of the theoretical maximum amount of product (1.0 means a 100% yield; for example, 0.34 means a 34% yield). (1) The reactants are [C:1]([NH:4][OH:5])(=O)[CH3:2].CC(C)([O-])C.[K+].F[C:13]1[CH:20]=[CH:19]C=[C:17]([S:21]([C:24]2[CH:29]=[CH:28][C:27](/[CH:30]=[CH:31]/[C:32]3[CH:37]=[CH:36][C:35]([F:38])=[CH:34][CH:33]=3)=[CH:26][CH:25]=2)(=[O:23])=[O:22])[C:14]=1C#N.O.C[N:41](C)C=O. No catalyst specified. The product is [F:38][C:35]1[CH:34]=[CH:33][C:32](/[CH:31]=[CH:30]/[C:27]2[CH:28]=[CH:29][C:24]([S:21]([C:17]3[C:2]4[C:1]([NH2:41])=[N:4][O:5][C:19]=4[CH:20]=[CH:13][CH:14]=3)(=[O:22])=[O:23])=[CH:25][CH:26]=2)=[CH:37][CH:36]=1. The yield is 0.290. (2) The catalyst is ClCCl.CN(C)C1C=CN=CC=1. The yield is 0.480. The product is [N:18]1([CH2:17][C:14]2[N:13]([C:37]([O:36][C:32]([CH3:35])([CH3:34])[CH3:33])=[O:38])[C:12]3[CH:11]=[CH:10][CH:9]=[C:8]([N:5]4[CH2:4][CH2:3][N:2]([CH3:1])[CH2:7][CH2:6]4)[C:16]=3[N:15]=2)[C@H:31]2[C@@H:22]([CH2:23][CH2:24][C:25]3[C:30]2=[N:29][CH:28]=[CH:27][CH:26]=3)[CH2:21][CH2:20][CH2:19]1.[N:18]1([CH2:17][C:14]2[N:13]([C:40]([O:42][C:43]([CH3:44])([CH3:45])[CH3:46])=[O:41])[C:12]3[CH:11]=[CH:10][CH:9]=[C:8]([N:5]4[CH2:6][CH2:7][N:2]([CH3:1])[CH2:3][CH2:4]4)[C:16]=3[N:15]=2)[C@@H:31]2[C@@H:22]([CH2:23][CH2:24][C:25]3[C:30]2=[N:29][CH:28]=[CH:27][CH:26]=3)[CH2:21][CH2:20][CH2:19]1. The reactants are [CH3:1][N:2]1[CH2:7][CH2:6][N:5]([C:8]2[C:16]3[N:15]=[C:14]([CH2:17][N:18]4[CH:31]5[CH:22]([CH2:23][CH2:24][C:25]6[C:30]5=[N:29][CH:28]=[CH:27][CH:26]=6)[CH2:21][CH2:20][CH2:19]4)[NH:13][C:12]=3[CH:11]=[CH:10][CH:9]=2)[CH2:4][CH2:3]1.[C:32]([O:36][C:37](O[C:40]([O:42][C:43]([CH3:46])([CH3:45])[CH3:44])=[O:41])=[O:38])([CH3:35])([CH3:34])[CH3:33]. (3) The reactants are [C:1]1([CH3:9])[CH:6]=[CH:5][CH:4]=[CH:3][C:2]=1[Mg]Br.[Br:10][C:11]1[CH:16]=[CH:15][C:14](/[CH:17]=[CH:18]/[C:19]([CH:21]2[CH2:26][CH2:25][N:24]([C:27]([O:29][C:30]([CH3:33])([CH3:32])[CH3:31])=[O:28])[CH2:23][CH2:22]2)=[O:20])=[CH:13][CH:12]=1. The catalyst is O1CCCC1.[Cu]I. The product is [Br:10][C:11]1[CH:12]=[CH:13][C:14]([CH:17]([C:2]2[CH:3]=[CH:4][CH:5]=[CH:6][C:1]=2[CH3:9])[CH2:18][C:19]([CH:21]2[CH2:22][CH2:23][N:24]([C:27]([O:29][C:30]([CH3:33])([CH3:32])[CH3:31])=[O:28])[CH2:25][CH2:26]2)=[O:20])=[CH:15][CH:16]=1. The yield is 0.750. (4) The reactants are [CH3:1][S:2]([C:5]1[CH:6]=[C:7]2[C:12](=[CH:13][CH:14]=1)[N:11]=[CH:10][C:9]([CH2:15]O)=[CH:8]2)(=[O:4])=[O:3].O=S(Cl)[Cl:19]. No catalyst specified. The product is [Cl:19][CH2:15][C:9]1[CH:10]=[N:11][C:12]2[C:7]([CH:8]=1)=[CH:6][C:5]([S:2]([CH3:1])(=[O:4])=[O:3])=[CH:14][CH:13]=2. The yield is 0.990. (5) The reactants are [C:1]([O:20]C)(=O)[CH2:2][CH2:3][CH2:4][CH2:5][CH2:6][CH2:7][CH2:8]/[CH:9]=[CH:10]\[CH2:11]/[CH:12]=[CH:13]\[CH2:14][CH2:15][CH2:16][CH2:17][CH3:18].[H-].[Na+].[OH-].[Na+]. The catalyst is C1(C)C(C)=CC=CC=1.O.O1CCCC1. The product is [CH3:1][CH2:2][CH2:3][CH2:4][CH2:5]/[CH:6]=[CH:7]\[CH2:8]/[CH:9]=[CH:10]\[CH2:11][CH2:12][CH2:13][CH2:14][CH2:15][CH2:16][CH2:17][C:1](=[O:20])[CH2:2][CH2:3][CH2:4][CH2:5][CH2:6][CH2:7][CH2:8]/[CH:9]=[CH:10]\[CH2:11]/[CH:12]=[CH:13]\[CH2:14][CH2:15][CH2:16][CH2:17][CH3:18]. The yield is 0.910. (6) The reactants are [Cl:1][C:2]1[C:3]([O:12][C:13]2[CH:18]=[C:17]([O:19][CH2:20][CH2:21][C:22]([OH:25])([CH3:24])[CH3:23])[CH:16]=[CH:15][C:14]=2/[CH:26]=[CH:27]/[C:28]([OH:30])=O)=[N:4][CH:5]=[C:6]([C:8]([F:11])([F:10])[F:9])[CH:7]=1.Cl.C(N=C=NCCCN(C)C)C.[CH2:43]([S:48]([NH2:51])(=[O:50])=[O:49])[CH2:44][CH2:45][CH2:46][CH3:47].Cl. The catalyst is C(#N)C.CN(C)C1C=CN=CC=1.C(OCC)(=O)C. The product is [Cl:1][C:2]1[C:3]([O:12][C:13]2[CH:18]=[C:17]([O:19][CH2:20][CH2:21][C:22]([OH:25])([CH3:23])[CH3:24])[CH:16]=[CH:15][C:14]=2/[CH:26]=[CH:27]/[C:28]([NH:51][S:48]([CH2:43][CH2:44][CH2:45][CH2:46][CH3:47])(=[O:50])=[O:49])=[O:30])=[N:4][CH:5]=[C:6]([C:8]([F:9])([F:11])[F:10])[CH:7]=1. The yield is 0.420. (7) The reactants are [O:1]=[C:2]1[C:7]([CH2:8][C:9]2[CH:14]=[CH:13][C:12]([C:15]3[CH:20]=[CH:19][CH:18]=[CH:17][C:16]=3[C:21]3[NH:25][C:24](=[O:26])[O:23][N:22]=3)=[CH:11][CH:10]=2)=[C:6]([CH2:27][CH2:28][CH3:29])[N:5]2[N:30]=[CH:31][N:32]=[C:4]2[N:3]1[CH2:33][C:34]([O:36]C(C)(C)C)=[O:35].FC(F)(F)C(O)=O. The catalyst is C1(C)C=CC=CC=1. The product is [O:1]=[C:2]1[C:7]([CH2:8][C:9]2[CH:10]=[CH:11][C:12]([C:15]3[CH:20]=[CH:19][CH:18]=[CH:17][C:16]=3[C:21]3[NH:25][C:24](=[O:26])[O:23][N:22]=3)=[CH:13][CH:14]=2)=[C:6]([CH2:27][CH2:28][CH3:29])[N:5]2[N:30]=[CH:31][N:32]=[C:4]2[N:3]1[CH2:33][C:34]([OH:36])=[O:35]. The yield is 0.360. (8) The reactants are C(OC([N:8]([C:17]1([C:24]([O:26][CH2:27][CH3:28])=[O:25])[CH2:21][C:20](=[O:22])[NH:19][C:18]1=[O:23])NC(OC(C)(C)C)=O)=O)(C)(C)C.FC(F)(F)C(O)=O. The catalyst is ClCCl. The product is [NH2:8][C:17]1([C:24]([O:26][CH2:27][CH3:28])=[O:25])[CH2:21][C:20](=[O:22])[NH:19][C:18]1=[O:23]. The yield is 0.650.